From a dataset of Reaction yield outcomes from USPTO patents with 853,638 reactions. Predict the reaction yield, written as a fraction of the theoretical maximum amount of product (1.0 means a 100% yield; for example, 0.34 means a 34% yield). (1) The reactants are C([O:3][C:4]([C:6]1[N:7]([CH3:16])[N:8]=[CH:9][C:10]=1[C:11]([O:13][CH2:14][CH3:15])=[O:12])=[O:5])C.O1CCCC1.O.[OH-].[Li+].CN1C(C(O)=O)=C(C(O)=O)C=N1. The catalyst is O.ClCCl.C(O)C. The product is [CH2:14]([O:13][C:11]([C:10]1[CH:9]=[N:8][N:7]([CH3:16])[C:6]=1[C:4]([OH:5])=[O:3])=[O:12])[CH3:15]. The yield is 0.694. (2) The reactants are Cl[CH2:2][CH:3]1[CH2:12][CH2:11][C:10]2[C:5](=[CH:6][CH:7]=[CH:8][CH:9]=2)[NH:4]1.[NH:13]1[C:21]2[C:16](=[C:17]([N:22]3[CH2:27][CH2:26][NH:25][CH2:24][CH2:23]3)[CH:18]=[CH:19][CH:20]=2)[CH:15]=[CH:14]1.O. The catalyst is CN(C=O)C. The product is [NH:13]1[C:21]2[C:16](=[C:17]([N:22]3[CH2:27][CH2:26][N:25]([CH2:2][CH:3]4[CH2:12][CH2:11][C:10]5[C:5](=[CH:6][CH:7]=[CH:8][CH:9]=5)[NH:4]4)[CH2:24][CH2:23]3)[CH:18]=[CH:19][CH:20]=2)[CH:15]=[CH:14]1. The yield is 0.320. (3) The reactants are [CH:1]([NH:4]C(C)C)(C)[CH3:2].C([Li])CCC.[C:13](#[N:17])[CH:14]([CH3:16])[CH3:15].O.[O:19]1[CH2:23][CH2:22][CH2:21][CH2:20]1. The catalyst is CCCCCC. The product is [OH:19][CH:23]([C:22]1[CH:2]=[CH:1][N:4]=[CH:20][CH:21]=1)[C:14]([CH3:16])([CH3:15])[C:13]#[N:17]. The yield is 0.716.